Dataset: Full USPTO retrosynthesis dataset with 1.9M reactions from patents (1976-2016). Task: Predict the reactants needed to synthesize the given product. (1) The reactants are: [CH3:1][O:2][C:3]1[CH:4]=[C:5]([C:9]2[CH:14]=[CH:13][C:12]([C@@H:15]([C:29]([O:31]CC3C=CC=CC=3)=[O:30])[NH:16][C:17]([C@H:19]([CH2:25][CH:26]([CH3:28])[CH3:27])[CH2:20][C:21]([O:23][CH3:24])=[O:22])=[O:18])=[CH:11][CH:10]=2)[CH:6]=[CH:7][CH:8]=1. Given the product [CH3:24][O:23][C:21]([CH2:20][C@@H:19]([CH2:25][CH:26]([CH3:28])[CH3:27])[C:17]([NH:16][C@@H:15]([C:12]1[CH:13]=[CH:14][C:9]([C:5]2[CH:6]=[CH:7][CH:8]=[C:3]([O:2][CH3:1])[CH:4]=2)=[CH:10][CH:11]=1)[C:29]([OH:31])=[O:30])=[O:18])=[O:22], predict the reactants needed to synthesize it. (2) Given the product [F:34][C:33]([F:36])([F:35])[C:29]1[N:28]=[C:27]([C:9]2[CH:10]=[C:11]3[C:15](=[CH:16][CH:17]=2)[CH2:14][C@H:13]([NH:18][S:19]([CH:22]([CH3:23])[CH3:24])(=[O:20])=[O:21])[CH2:12]3)[CH:32]=[CH:31][CH:30]=1, predict the reactants needed to synthesize it. The reactants are: CC1(C)C(C)(C)OB([C:9]2[CH:10]=[C:11]3[C:15](=[CH:16][CH:17]=2)[CH2:14][C@H:13]([NH:18][S:19]([CH:22]([CH3:24])[CH3:23])(=[O:21])=[O:20])[CH2:12]3)O1.Br[C:27]1[CH:32]=[CH:31][CH:30]=[C:29]([C:33]([F:36])([F:35])[F:34])[N:28]=1.C([O-])([O-])=O.[Na+].[Na+].